From a dataset of Full USPTO retrosynthesis dataset with 1.9M reactions from patents (1976-2016). Predict the reactants needed to synthesize the given product. (1) Given the product [C:8]([O:11][CH2:12][C:13]([CH3:42])([CH3:43])[CH2:14][N:15]1[C:21]2[CH:22]=[CH:23][C:24]([Cl:26])=[CH:25][C:20]=2[C@@H:19]([C:27]2[CH:32]=[CH:31][CH:30]=[C:29]([O:33][CH3:34])[C:28]=2[O:35][CH3:36])[O:18][C@H:17]([CH2:37][C:38]([NH:52][NH:51][C:53](=[O:60])[CH2:54][C:55]([O:57][CH2:58][CH3:59])=[O:56])=[O:40])[C:16]1=[O:41])(=[O:10])[CH3:9], predict the reactants needed to synthesize it. The reactants are: C(Cl)(=O)C(C)(C)C.[C:8]([O:11][CH2:12][C:13]([CH3:43])([CH3:42])[CH2:14][N:15]1[C:21]2[CH:22]=[CH:23][C:24]([Cl:26])=[CH:25][C:20]=2[C@@H:19]([C:27]2[CH:32]=[CH:31][CH:30]=[C:29]([O:33][CH3:34])[C:28]=2[O:35][CH3:36])[O:18][C@H:17]([CH2:37][C:38]([OH:40])=O)[C:16]1=[O:41])(=[O:10])[CH3:9].C(N(CC)CC)C.[NH:51]([C:53](=[O:60])[CH2:54][C:55]([O:57][CH2:58][CH3:59])=[O:56])[NH2:52]. (2) Given the product [Cl:24][C:25]1[CH:30]=[CH:29][C:28]([O:31][C:32]2[CH:33]=[CH:34][C:35]([CH2:38][S:17][C:4]3[NH:5][CH:6]=[C:7]([CH2:8][C:9]4[CH:16]=[CH:15][C:12]([C:13]#[N:14])=[CH:11][CH:10]=4)[C:2](=[O:1])[N:3]=3)=[CH:36][CH:37]=2)=[CH:27][C:26]=1[C:40]([F:41])([F:42])[F:43], predict the reactants needed to synthesize it. The reactants are: [O:1]=[C:2]1[C:7]([CH2:8][C:9]2[CH:16]=[CH:15][C:12]([C:13]#[N:14])=[CH:11][CH:10]=2)=[CH:6][NH:5][C:4](=[S:17])[NH:3]1.C([O-])([O-])=O.[K+].[K+].[Cl:24][C:25]1[CH:30]=[CH:29][C:28]([O:31][C:32]2[CH:37]=[CH:36][C:35]([CH2:38]Cl)=[CH:34][CH:33]=2)=[CH:27][C:26]=1[C:40]([F:43])([F:42])[F:41].